From a dataset of Reaction yield outcomes from USPTO patents with 853,638 reactions. Predict the reaction yield, written as a fraction of the theoretical maximum amount of product (1.0 means a 100% yield; for example, 0.34 means a 34% yield). (1) The reactants are [Br:1][C:2]1[CH:3]=[CH:4][C:5]2[O:9][C:8](=[S:10])[NH:7][C:6]=2[CH:11]=1.[C:12](=O)([O-])[O-].[K+].[K+].IC. The catalyst is CN(C=O)C.O. The product is [Br:1][C:2]1[CH:3]=[CH:4][C:5]2[O:9][C:8]([S:10][CH3:12])=[N:7][C:6]=2[CH:11]=1. The yield is 0.960. (2) The catalyst is C1C=CC([P]([Pd]([P](C2C=CC=CC=2)(C2C=CC=CC=2)C2C=CC=CC=2)([P](C2C=CC=CC=2)(C2C=CC=CC=2)C2C=CC=CC=2)[P](C2C=CC=CC=2)(C2C=CC=CC=2)C2C=CC=CC=2)(C2C=CC=CC=2)C2C=CC=CC=2)=CC=1.C(O)C. The reactants are [Br:1][C:2]1[CH:3]=[C:4]([CH:7]=[CH:8][C:9]=1[O:10][CH3:11])[CH2:5]Br.[F:12][C:13]1[CH:18]=[CH:17][C:16](B(O)O)=[CH:15][CH:14]=1.P([O-])([O-])([O-])=O.[K+].[K+].[K+].C(COC)OC. The yield is 0.400. The product is [Br:1][C:2]1[CH:3]=[C:4]([CH2:5][C:16]2[CH:17]=[CH:18][C:13]([F:12])=[CH:14][CH:15]=2)[CH:7]=[CH:8][C:9]=1[O:10][CH3:11]. (3) The reactants are [F:1][C:2]([F:20])([F:19])[C:3]1[CH:8]=[CH:7][C:6]([C:9]2[O:13][N:12]=[CH:11][C:10]=2[C:14](OCC)=[O:15])=[CH:5][CH:4]=1.[H-].C([Al+]CC(C)C)C(C)C.Cl. The catalyst is O1CCCC1. The product is [F:20][C:2]([F:1])([F:19])[C:3]1[CH:4]=[CH:5][C:6]([C:9]2[O:13][N:12]=[CH:11][C:10]=2[CH2:14][OH:15])=[CH:7][CH:8]=1. The yield is 0.970. (4) The reactants are Cl.[NH2:2][C:3]([NH2:5])=[NH:4].[Na].[C:7]([O:11][C:12]([N:14]1[CH2:19][CH2:18][C:17](=O)[C:16](=[CH:21]N(C)C)[CH2:15]1)=[O:13])([CH3:10])([CH3:9])[CH3:8]. The catalyst is C(O)C. The product is [C:7]([O:11][C:12]([N:14]1[CH2:19][CH2:18][C:17]2[N:4]=[C:3]([NH2:5])[N:2]=[CH:21][C:16]=2[CH2:15]1)=[O:13])([CH3:10])([CH3:8])[CH3:9]. The yield is 0.430. (5) The reactants are [CH:1]1([O:8][C:9]2[CH:10]=[CH:11][C:12]([C:15]#[N:16])=[N:13][CH:14]=2)[CH2:7][CH2:6][CH2:5][CH2:4][CH2:3][CH2:2]1.[C:17]([O:21][C:22](O[C:22]([O:21][C:17]([CH3:20])([CH3:19])[CH3:18])=[O:23])=[O:23])([CH3:20])([CH3:19])[CH3:18].[H][H]. The catalyst is [Pd].C(O)C. The product is [C:17]([O:21][C:22]([NH:16][CH2:15][C:12]1[CH:11]=[CH:10][C:9]([O:8][CH:1]2[CH2:2][CH2:3][CH2:4][CH2:5][CH2:6][CH2:7]2)=[CH:14][N:13]=1)=[O:23])([CH3:20])([CH3:19])[CH3:18]. The yield is 0.810. (6) The product is [Cl:18][C:12]1[C:13]2[C:8](=[CH:7][C:6]([O:5][CH2:4][CH2:3][O:2][CH3:1])=[CH:15][CH:14]=2)[CH:9]=[CH:10][N:11]=1. The yield is 0.800. The reactants are [CH3:1][O:2][CH2:3][CH2:4][O:5][C:6]1[CH:7]=[C:8]2[C:13](=[CH:14][CH:15]=1)[C:12](O)=[N:11][CH:10]=[CH:9]2.P(Cl)(Cl)[Cl:18]. No catalyst specified. (7) The reactants are [Cl:1][C:2]1[CH:3]=[C:4]2[C:9](=[CH:10][C:11]=1[O:12][C:13]1[CH:21]=[CH:20][C:16]([C:17]([OH:19])=O)=[CH:15][CH:14]=1)[O:8][CH2:7][CH2:6][CH:5]2[C:22]([O:24][CH2:25][CH3:26])=[O:23].[C:27]([CH:31]1[CH2:36][CH2:35][CH:34]([NH2:37])[CH2:33][CH2:32]1)([CH3:30])([CH3:29])[CH3:28].Cl.C(N=C=NCCCN(C)C)C. The catalyst is CN(C)C1C=CN=CC=1.CN(C=O)C.CCOC(C)=O. The product is [C:27]([CH:31]1[CH2:32][CH2:33][CH:34]([NH:37][C:17]([C:16]2[CH:20]=[CH:21][C:13]([O:12][C:11]3[CH:10]=[C:9]4[C:4]([CH:5]([C:22]([O:24][CH2:25][CH3:26])=[O:23])[CH2:6][CH2:7][O:8]4)=[CH:3][C:2]=3[Cl:1])=[CH:14][CH:15]=2)=[O:19])[CH2:35][CH2:36]1)([CH3:30])([CH3:28])[CH3:29]. The yield is 0.180. (8) The reactants are [F:1][CH2:2][CH2:3][CH2:4][OH:5].[CH3:6][S:7](Cl)(=[O:9])=[O:8].O. The catalyst is C(Cl)Cl. The product is [F:1][CH2:2][CH2:3][CH2:4][O:5][S:7]([CH3:6])(=[O:9])=[O:8]. The yield is 0.910. (9) The reactants are Br[C:2]1[CH:7]=[CH:6][N:5]=[C:4]2[NH:8][CH:9]=[CH:10][C:3]=12.[C:11]([CH2:13][C:14]1([N:25]2[CH:29]=[C:28](B3OC(C)(C)C(C)(C)O3)[CH:27]=[N:26]2)[CH2:17][N:16]([C:18]([O:20][C:21]([CH3:24])([CH3:23])[CH3:22])=[O:19])[CH2:15]1)#[N:12].C(=O)([O-])[O-].[Na+].[Na+]. The catalyst is O1CCOCC1.O.C1C=CC([P]([Pd]([P](C2C=CC=CC=2)(C2C=CC=CC=2)C2C=CC=CC=2)([P](C2C=CC=CC=2)(C2C=CC=CC=2)C2C=CC=CC=2)[P](C2C=CC=CC=2)(C2C=CC=CC=2)C2C=CC=CC=2)(C2C=CC=CC=2)C2C=CC=CC=2)=CC=1. The product is [C:11]([CH2:13][C:14]1([N:25]2[CH:29]=[C:28]([C:2]3[CH:7]=[CH:6][N:5]=[C:4]4[NH:8][CH:9]=[CH:10][C:3]=34)[CH:27]=[N:26]2)[CH2:17][N:16]([C:18]([O:20][C:21]([CH3:24])([CH3:23])[CH3:22])=[O:19])[CH2:15]1)#[N:12]. The yield is 0.923.